From a dataset of Full USPTO retrosynthesis dataset with 1.9M reactions from patents (1976-2016). Predict the reactants needed to synthesize the given product. (1) Given the product [C:1]([O:5][C:6]([N:8]1[CH2:15][CH:14]2[N:16]([S:32]([C:29]3[CH:30]=[CH:31][C:26]([Cl:25])=[CH:27][CH:28]=3)(=[O:34])=[O:33])[CH:10]([CH2:11][C:12](=[O:17])[CH2:13]2)[CH2:9]1)=[O:7])([CH3:4])([CH3:2])[CH3:3], predict the reactants needed to synthesize it. The reactants are: [C:1]([O:5][C:6]([N:8]1[CH2:15][CH:14]2[NH:16][CH:10]([CH2:11][C:12](=[O:17])[CH2:13]2)[CH2:9]1)=[O:7])([CH3:4])([CH3:3])[CH3:2].CCN(CC)CC.[Cl:25][C:26]1[CH:31]=[CH:30][C:29]([S:32](Cl)(=[O:34])=[O:33])=[CH:28][CH:27]=1. (2) Given the product [C:23]([O:26][C:4]([N:5]1[CH:6]=[CH:13][C:12](=[O:11])[CH2:17][CH:16]1[CH2:15][CH3:14])=[O:31])([CH3:25])([CH3:24])[CH3:22], predict the reactants needed to synthesize it. The reactants are: NC1C[CH2:6][NH:5][CH2:4]C1.ClC([O:11][C:12]1[CH:17]=[CH:16][CH:15]=[CH:14][CH:13]=1)=O.CC[Mg+].[Br-].[CH3:22][C:23]([O-:26])([CH3:25])[CH3:24].[K+].C1C[O:31]CC1. (3) Given the product [CH3:1][N:2]([CH3:22])[C:3]([C:5]1[NH:9][C:8]([C:10]2[C:11]([CH3:21])=[CH:12][C:13]([CH3:20])=[C:14]([CH:19]=2)[C:15]([OH:17])=[O:16])=[N:7][CH:6]=1)=[O:4], predict the reactants needed to synthesize it. The reactants are: [CH3:1][N:2]([CH3:22])[C:3]([C:5]1[NH:9][C:8]([C:10]2[C:11]([CH3:21])=[CH:12][C:13]([CH3:20])=[C:14]([CH:19]=2)[C:15]([O:17]C)=[O:16])=[N:7][CH:6]=1)=[O:4].O1CCCC1. (4) Given the product [C:33]([OH:45])(=[O:44])[CH2:34][C:35]([CH2:40][C:41]([OH:43])=[O:42])([C:37]([OH:39])=[O:38])[OH:36].[F:32][C:2]([F:1])([F:31])[C:3]1[CH:26]=[C:25]([C:27]([F:29])([F:30])[F:28])[CH:24]=[CH:23][C:4]=1[CH2:5][N:6]1[CH2:7][CH2:8][CH:9](/[CH:12]=[C:13]2/[C:14]([NH:19][CH2:20][C:21]#[CH:22])=[N:15][C:16](=[O:18])[S:17]/2)[CH2:10][CH2:11]1, predict the reactants needed to synthesize it. The reactants are: [F:1][C:2]([F:32])([F:31])[C:3]1[CH:26]=[C:25]([C:27]([F:30])([F:29])[F:28])[CH:24]=[CH:23][C:4]=1[CH2:5][N:6]1[CH2:11][CH2:10][CH:9](/[CH:12]=[C:13]2/[C:14]([NH:19][CH2:20][C:21]#[CH:22])=[N:15][C:16](=[O:18])[S:17]/2)[CH2:8][CH2:7]1.[C:33]([OH:45])(=[O:44])[CH2:34][C:35]([CH2:40][C:41]([OH:43])=[O:42])([C:37]([OH:39])=[O:38])[OH:36]. (5) Given the product [F:1][C:2]1[CH:30]=[CH:29][C:5]([NH:6][C:7]2[CH:19]=[C:18]([C:20]3[CH:28]=[CH:27][CH:26]=[C:25]4[C:21]=3[CH:22]=[CH:23][NH:24]4)[CH:17]=[CH:16][C:8]=2[C:9]([OH:11])=[O:10])=[CH:4][CH:3]=1, predict the reactants needed to synthesize it. The reactants are: [F:1][C:2]1[CH:30]=[CH:29][C:5]([NH:6][C:7]2[CH:19]=[C:18]([C:20]3[CH:28]=[CH:27][CH:26]=[C:25]4[C:21]=3[CH:22]=[CH:23][NH:24]4)[CH:17]=[CH:16][C:8]=2[C:9]([O:11]C(C)(C)C)=[O:10])=[CH:4][CH:3]=1.CO.O1CCOCC1.[OH-].[Na+]. (6) Given the product [Br:3][C:4]1[CH:9]=[C:8]([CH:10]([CH3:11])[CH3:12])[CH:7]=[CH:6][C:5]=1[N:13]([CH2:31][CH3:32])[C:14]1[N:15]=[C:16]([CH3:29])[C:17]2[CH2:23][CH2:22][CH2:21][N:20]([CH:24]([CH2:25][CH3:26])[CH2:27][CH3:28])[C:18]=2[N:19]=1, predict the reactants needed to synthesize it. The reactants are: [H-].[Na+].[Br:3][C:4]1[CH:9]=[C:8]([CH:10]([CH3:12])[CH3:11])[CH:7]=[CH:6][C:5]=1[NH:13][C:14]1[N:15]=[C:16]([CH3:29])[C:17]2[CH2:23][CH2:22][CH2:21][N:20]([CH:24]([CH2:27][CH3:28])[CH2:25][CH3:26])[C:18]=2[N:19]=1.I[CH2:31][CH3:32]. (7) Given the product [CH3:32][O:27][C:25](=[O:26])[CH2:24][CH2:23][C@H:21]([C@@H:20]1[C@:13]2([CH3:28])[C@H:14]([C@H:15]3[C@H:10]([CH2:11][CH2:12]2)[C@:9]2([CH3:29])[C@@H:4]([CH2:5][C@H:6]([OH:30])[CH2:7][CH2:8]2)[CH2:3][C:16]3=[O:17])[CH2:18][CH2:19]1)[CH3:22], predict the reactants needed to synthesize it. The reactants are: CC[C@H:3]1[C@@H:16]([OH:17])[C@@H:15]2[C@H:10]([CH2:11][CH2:12][C@:13]3([CH3:28])[C@@H:20]([C@@H:21]([CH2:23][CH2:24][C:25]([OH:27])=[O:26])[CH3:22])[CH2:19][CH2:18][C@H:14]32)[C@:9]2([CH3:29])[C@H:4]1[CH2:5][C@H:6]([OH:30])[CH2:7][CH2:8]2.O[C@@H:32]1CC[C@@]2(C)[C@H](CC(=O)[C@@H]3[C@@H]2CC[C@@]2(C)[C@H]3CC[C@@H]2[C@H](C)CCC(O)=O)C1.OS(O)(=O)=O. (8) Given the product [ClH:28].[CH3:18][O:17][C:11]1[CH:12]=[C:13]2[C:8](=[C:9]([N:19]3[CH2:24][CH2:23][N:22]([CH3:25])[CH2:21][CH2:20]3)[CH:10]=1)[O:7][C:6]([C:4]([OH:5])=[O:3])=[CH:15][C:14]2=[O:16], predict the reactants needed to synthesize it. The reactants are: C([O:3][C:4]([C:6]1[O:7][C:8]2[C:13]([C:14](=[O:16])[CH:15]=1)=[CH:12][C:11]([O:17][CH3:18])=[CH:10][C:9]=2[N:19]1[CH2:24][CH2:23][N:22]([CH3:25])[CH2:21][CH2:20]1)=[O:5])C.CO.[ClH:28]. (9) Given the product [NH2:1][C:2]1[C:10]([Cl:11])=[CH:9][CH:8]=[CH:7][C:3]=1[C:4]([NH:19][C:18]1[CH:20]=[CH:21][CH:22]=[CH:23][C:17]=1[Cl:16])=[O:6], predict the reactants needed to synthesize it. The reactants are: [NH2:1][C:2]1[C:10]([Cl:11])=[CH:9][CH:8]=[CH:7][C:3]=1[C:4]([OH:6])=O.O=S(Cl)Cl.[Cl:16][C:17]1[CH:23]=[CH:22][CH:21]=[CH:20][C:18]=1[NH2:19].C(Cl)(Cl)Cl. (10) The reactants are: CS([C:5]1[N:10]=[C:9]([C:11]2[C:19]3[C:14](=[N:15][CH:16]=[C:17]([C:20]([F:23])([F:22])[F:21])[CH:18]=3)[N:13](S(C3C=CC(C)=CC=3)(=O)=O)[CH:12]=2)[C:8]([C:34]#[N:35])=[CH:7][N:6]=1)(=O)=O.[CH2:36]([NH2:43])[C:37]1[CH:42]=[CH:41][CH:40]=[CH:39][CH:38]=1.CCN(C(C)C)C(C)C.O[Li].O. Given the product [CH2:36]([NH:43][C:5]1[N:10]=[C:9]([C:11]2[C:19]3[C:14](=[N:15][CH:16]=[C:17]([C:20]([F:21])([F:23])[F:22])[CH:18]=3)[NH:13][CH:12]=2)[C:8]([C:34]#[N:35])=[CH:7][N:6]=1)[C:37]1[CH:42]=[CH:41][CH:40]=[CH:39][CH:38]=1, predict the reactants needed to synthesize it.